This data is from Reaction yield outcomes from USPTO patents with 853,638 reactions. The task is: Predict the reaction yield, written as a fraction of the theoretical maximum amount of product (1.0 means a 100% yield; for example, 0.34 means a 34% yield). The reactants are [Br:1][C:2]1[CH:3]=[C:4]([C:10](=[O:12])[CH3:11])[CH:5]=[CH:6][C:7]=1[NH:8][CH3:9].[F:20][C:19]([F:22])([F:21])[C:18](O[C:18](=[O:23])[C:19]([F:22])([F:21])[F:20])=[O:23].CCN(CC)CC. The catalyst is C(Cl)Cl. The product is [C:10]([C:4]1[CH:5]=[CH:6][C:7]([N:8]([CH3:9])[C:18](=[O:23])[C:19]([F:20])([F:21])[F:22])=[C:2]([Br:1])[CH:3]=1)(=[O:12])[CH3:11]. The yield is 0.960.